From a dataset of Forward reaction prediction with 1.9M reactions from USPTO patents (1976-2016). Predict the product of the given reaction. (1) Given the reactants [CH:1]1[CH:6]=[C:5]2[C:7]([CH2:10][C@@:11]([OH:21])([C:18]([OH:20])=[O:19])C[C@H](N)C(O)=O)=[CH:8][NH:9][C:4]2=[CH:3][CH:2]=1.P([O-])([O-])([O-])=O.[K+].[K+].[K+].CC1C(O)=C(C=O)C(COP(O)(O)=O)=CN=1, predict the reaction product. The product is: [NH:9]1[C:4]2[C:5](=[CH:6][CH:1]=[CH:2][CH:3]=2)[C:7]([CH2:10][C:11](=[O:21])[C:18]([O-:20])=[O:19])=[CH:8]1.[C:18]([O-:20])(=[O:19])[C:11]([CH3:10])=[O:21]. (2) Given the reactants C([O:3]/[CH:4]=[CH:5]\[C:6]1[CH:7]=[N:8][C:9]2[C:14]([CH:15]=1)=[C:13]1[CH:16]=[CH:17][C:18]([CH3:20])=[CH:19][C:12]1=[N:11][C:10]=2[NH2:21])C.Cl.C([O-])(O)=O.[Na+].[Li+].[B-](CC)(CC)CC.C1COCC1, predict the reaction product. The product is: [NH2:21][C:10]1[C:9]2[N:8]=[CH:7][C:6]([CH2:5][CH2:4][OH:3])=[CH:15][C:14]=2[C:13]2[CH:16]=[CH:17][C:18]([CH3:20])=[CH:19][C:12]=2[N:11]=1.